Task: Predict the reactants needed to synthesize the given product.. Dataset: Full USPTO retrosynthesis dataset with 1.9M reactions from patents (1976-2016) (1) Given the product [Cl:1][C:2]1[CH:3]=[C:4]2[C:10]([C:11]3[N:16]=[C:15]([NH:31][C@H:32]4[CH2:37][CH2:36][CH2:35][C@@H:34]([N:38]5[CH2:42][CH2:41][CH2:40][C:39]5=[O:43])[CH2:33]4)[C:14]([F:20])=[CH:13][N:12]=3)=[CH:9][N:8]([S:21]([C:24]3[CH:29]=[CH:28][C:27]([CH3:30])=[CH:26][CH:25]=3)(=[O:23])=[O:22])[C:5]2=[N:6][CH:7]=1, predict the reactants needed to synthesize it. The reactants are: [Cl:1][C:2]1[CH:3]=[C:4]2[C:10]([C:11]3[N:16]=[C:15](S(C)=O)[C:14]([F:20])=[CH:13][N:12]=3)=[CH:9][N:8]([S:21]([C:24]3[CH:29]=[CH:28][C:27]([CH3:30])=[CH:26][CH:25]=3)(=[O:23])=[O:22])[C:5]2=[N:6][CH:7]=1.[NH2:31][C@H:32]1[CH2:37][CH2:36][CH2:35][C@@H:34]([N:38]2[CH2:42][CH2:41][CH2:40][C:39]2=[O:43])[CH2:33]1.C([O-])([O-])=O.[Na+].[Na+].Cl. (2) Given the product [NH2:17][CH2:16][CH:15]([C:12]1[CH:13]=[CH:14][C:9]([OH:8])=[C:10]([NH:33][S:34]([CH3:37])(=[O:36])=[O:35])[CH:11]=1)[OH:32], predict the reactants needed to synthesize it. The reactants are: C([O:8][C:9]1[CH:14]=[CH:13][C:12]([CH:15]([OH:32])[CH2:16][N:17](CC2C=CC=CC=2)CC2C=CC=CC=2)=[CH:11][C:10]=1[NH:33][S:34]([CH3:37])(=[O:36])=[O:35])C1C=CC=CC=1. (3) Given the product [F:1][C:2]1[CH:3]=[C:4]([N:14]2[C:18]([CH3:20])([CH3:19])[C:17](=[O:21])[N:16]([C:22]3[CH:29]=[CH:28][C:25]([C:26]#[N:27])=[C:24]([C:30]([F:33])([F:31])[F:32])[CH:23]=3)[C:15]2=[S:34])[CH:5]=[CH:6][C:7]=1[O:8][C@H:9]1[CH2:13][CH2:12][N:11]([CH3:37])[CH2:10]1, predict the reactants needed to synthesize it. The reactants are: [F:1][C:2]1[CH:3]=[C:4]([N:14]2[C:18]([CH3:20])([CH3:19])[C:17](=[O:21])[N:16]([C:22]3[CH:29]=[CH:28][C:25]([C:26]#[N:27])=[C:24]([C:30]([F:33])([F:32])[F:31])[CH:23]=3)[C:15]2=[S:34])[CH:5]=[CH:6][C:7]=1[O:8][C@H:9]1[CH2:13][CH2:12][NH:11][CH2:10]1.C=O.[C:37]([BH3-])#N.[Na+].O. (4) Given the product [NH2:7][C@H:8]([CH2:28][CH:29]([CH3:31])[CH3:30])[C:9]([NH:10][C:11]1[CH:16]=[CH:15][C:14]([C:17]2[CH:22]=[CH:21][N:20]=[CH:19][CH:18]=2)=[CH:13][C:12]=1[C:23]([F:26])([F:24])[F:25])=[O:27], predict the reactants needed to synthesize it. The reactants are: C(OC(=O)[NH:7][C@H:8]([CH2:28][CH:29]([CH3:31])[CH3:30])[C:9](=[O:27])[NH:10][C:11]1[CH:16]=[CH:15][C:14]([C:17]2[CH:22]=[CH:21][N:20]=[CH:19][CH:18]=2)=[CH:13][C:12]=1[C:23]([F:26])([F:25])[F:24])(C)(C)C.Cl. (5) Given the product [Cl:1][C:2]1[CH:3]=[C:4]([O:10][C:11]2[C:12]([F:28])=[C:13]([CH2:19][NH:20][C:21](=[O:27])[O:22][C:23]([CH3:24])([CH3:26])[CH3:25])[CH:14]=[CH:15][C:16]=2[CH:17]=[O:30])[CH:5]=[C:6]([C:8]#[N:9])[CH:7]=1, predict the reactants needed to synthesize it. The reactants are: [Cl:1][C:2]1[CH:3]=[C:4]([O:10][C:11]2[C:12]([F:28])=[C:13]([CH2:19][NH:20][C:21](=[O:27])[O:22][C:23]([CH3:26])([CH3:25])[CH3:24])[CH:14]=[CH:15][C:16]=2[CH:17]=C)[CH:5]=[C:6]([C:8]#[N:9])[CH:7]=1.I([O-])(=O)(=O)=[O:30].[Na+].C(OCC)(=O)C. (6) Given the product [OH:4][C:5]1[CH:14]=[C:13]([CH2:15][N:28]2[CH2:33][CH2:32][CH2:31][CH2:30][CH2:29]2)[C:12]([C:17]([F:18])([F:19])[F:20])=[CH:11][C:6]=1[C:7]([O:9][CH3:10])=[O:8], predict the reactants needed to synthesize it. The reactants are: C([O:4][C:5]1[CH:14]=[C:13]([CH2:15]Br)[C:12]([C:17]([F:20])([F:19])[F:18])=[CH:11][C:6]=1[C:7]([O:9][CH3:10])=[O:8])(=O)C.C(N(CC)CC)C.[NH:28]1[CH2:33][CH2:32][CH2:31][CH2:30][CH2:29]1.